From a dataset of Full USPTO retrosynthesis dataset with 1.9M reactions from patents (1976-2016). Predict the reactants needed to synthesize the given product. (1) Given the product [CH:1]([N:4]1[CH2:9][CH2:8][CH:7]([O:10][C:11]2[CH:16]=[CH:15][C:14]([C:17]3([C:23]4[S:25][CH:26]=[CH:27][N:24]=4)[CH2:22][CH2:21][O:20][CH2:19][CH2:18]3)=[CH:13][CH:12]=2)[CH2:6][CH2:5]1)([CH3:3])[CH3:2], predict the reactants needed to synthesize it. The reactants are: [CH:1]([N:4]1[CH2:9][CH2:8][CH:7]([O:10][C:11]2[CH:16]=[CH:15][C:14]([C:17]3([C:23](=[S:25])[NH2:24])[CH2:22][CH2:21][O:20][CH2:19][CH2:18]3)=[CH:13][CH:12]=2)[CH2:6][CH2:5]1)([CH3:3])[CH3:2].[CH2:26](OC(OCC)CBr)[CH3:27]. (2) Given the product [C:27]([N:17]1[CH2:18][CH2:19][CH2:20][CH:15]([N:14]2[C:13]3[CH:21]=[CH:22][CH:23]=[CH:24][C:12]=3[N:11]=[C:10]2[NH:9][C:7](=[O:8])[C:6]2[CH:25]=[CH:26][C:3]([Cl:2])=[CH:4][CH:5]=2)[CH2:16]1)(=[O:30])[CH:28]=[CH2:29], predict the reactants needed to synthesize it. The reactants are: Cl.[Cl:2][C:3]1[CH:26]=[CH:25][C:6]([C:7]([NH:9][C:10]2[N:14]([CH:15]3[CH2:20][CH2:19][CH2:18][NH:17][CH2:16]3)[C:13]3[CH:21]=[CH:22][CH:23]=[CH:24][C:12]=3[N:11]=2)=[O:8])=[CH:5][CH:4]=1.[C:27](Cl)(=[O:30])[CH:28]=[CH2:29].C([O-])(O)=O.[Na+]. (3) Given the product [CH:48]12[CH2:56][CH:52]3[CH2:51][CH:50]([CH2:55][CH:54]([CH2:53]3)[CH:47]1[NH:46][C:13]([C:7]1[CH:6]=[N:5][N:4]([CH:1]3[CH2:2][CH2:3]3)[C:8]=1[C:9]([F:10])([F:11])[F:12])=[O:15])[CH2:49]2, predict the reactants needed to synthesize it. The reactants are: [CH:1]1([N:4]2[C:8]([C:9]([F:12])([F:11])[F:10])=[C:7]([C:13]([OH:15])=O)[CH:6]=[N:5]2)[CH2:3][CH2:2]1.CCN(C(C)C)C(C)C.[B-](F)(F)(F)F.CN(C(ON1C(=O)CCC1=O)=[N+](C)C)C.Cl.[NH2:46][CH:47]1[CH:54]2[CH2:55][CH:50]3[CH2:51][CH:52]([CH2:56][CH:48]1[CH2:49]3)[CH2:53]2. (4) Given the product [N:1]1([CH2:8][CH2:9][CH2:10][CH2:11][CH2:12][C:13]#[N:14])[CH2:6][CH2:5][O:4][CH2:3][CH2:2]1, predict the reactants needed to synthesize it. The reactants are: [NH:1]1[CH2:6][CH2:5][O:4][CH2:3][CH2:2]1.Cl[CH2:8][CH2:9][CH2:10][CH2:11][CH2:12][C:13]#[N:14]. (5) The reactants are: [C:1]1(=[O:10])[C:9]2C(=CC=[CH:7][CH:8]=2)C[O:2]1.[Cr](Cl)([O-])(=O)=[O:12].[NH+]1[CH:21]=[CH:20][CH:19]=[CH:18][CH:17]=1. Given the product [O:10]=[C:1]1[C:9]2[C:18](=[CH:19][C:20]([CH:21]=[O:12])=[CH:7][CH:8]=2)[CH2:17][O:2]1, predict the reactants needed to synthesize it. (6) The reactants are: C([O:4][CH2:5][C:6]1[C:7]([N:33]2[CH2:45][CH2:44][N:36]3[C:37]4[CH2:38][CH2:39][CH2:40][CH2:41][C:42]=4[CH:43]=[C:35]3[C:34]2=[O:46])=[N:8][CH:9]=[CH:10][C:11]=1[C:12]1[CH:17]=[C:16]([NH:18][C:19]2[CH:30]=[C:22]3[CH2:23][N:24]([C:27](=[O:29])[CH3:28])[CH2:25][CH2:26][N:21]3[N:20]=2)[C:15](=[O:31])[N:14]([CH3:32])[CH:13]=1)(=O)C.[OH-].[Li+]. Given the product [C:27]([N:24]1[CH2:25][CH2:26][N:21]2[N:20]=[C:19]([NH:18][C:16]3[C:15](=[O:31])[N:14]([CH3:32])[CH:13]=[C:12]([C:11]4[CH:10]=[CH:9][N:8]=[C:7]([N:33]5[CH2:45][CH2:44][N:36]6[C:37]7[CH2:38][CH2:39][CH2:40][CH2:41][C:42]=7[CH:43]=[C:35]6[C:34]5=[O:46])[C:6]=4[CH2:5][OH:4])[CH:17]=3)[CH:30]=[C:22]2[CH2:23]1)(=[O:29])[CH3:28], predict the reactants needed to synthesize it. (7) The reactants are: [NH2:1][C@@H:2]1[CH2:6][CH2:5][N:4]([C:7]2[C:16]3[C:11](=[CH:12][C:13]([CH3:17])=[CH:14][CH:15]=3)[N:10]=[C:9]([C:18]3[C:23]([F:24])=[CH:22][CH:21]=[CH:20][C:19]=3[OH:25])[N:8]=2)[CH2:3]1.[CH:26]1([C:29](O)=[O:30])[CH2:28][CH2:27]1.C(N(CC)CC)C.CN(C(ON1N=NC2C=CC=NC1=2)=[N+](C)C)C.F[P-](F)(F)(F)(F)F. Given the product [F:24][C:23]1[CH:22]=[CH:21][CH:20]=[C:19]([OH:25])[C:18]=1[C:9]1[N:8]=[C:7]([N:4]2[CH2:5][CH2:6][C@@H:2]([NH:1][C:29]([CH:26]3[CH2:28][CH2:27]3)=[O:30])[CH2:3]2)[C:16]2[C:11](=[CH:12][C:13]([CH3:17])=[CH:14][CH:15]=2)[N:10]=1, predict the reactants needed to synthesize it. (8) Given the product [OH:17][C@@H:16]1[C@H:15]([OH:18])[C@@H:14]([CH2:19][OH:20])[O:13][C@H:12]1[N:9]1[CH:8]=[N:7][C:6]2[C:10]1=[N:11][C:3]([CH2:2][NH:1][C:43]([NH:42][CH2:41][CH2:40][N:39]([CH:50]([CH3:52])[CH3:51])[CH:36]([CH3:37])[CH3:38])=[O:44])=[N:4][C:5]=2[NH:21][CH2:22][CH:23]1[C:35]2[CH:34]=[CH:33][CH:32]=[CH:31][C:30]=2[C:29]2[C:24]1=[CH:25][CH:26]=[CH:27][CH:28]=2, predict the reactants needed to synthesize it. The reactants are: [NH2:1][CH2:2][C:3]1[N:11]=[C:10]2[C:6]([N:7]=[CH:8][N:9]2[C@H:12]2[C@H:16]([OH:17])[C@H:15]([OH:18])[C@@H:14]([CH2:19][OH:20])[O:13]2)=[C:5]([NH:21][CH2:22][CH:23]2[C:35]3[CH:34]=[CH:33][CH:32]=[CH:31][C:30]=3[C:29]3[C:24]2=[CH:25][CH:26]=[CH:27][CH:28]=3)[N:4]=1.[CH:36]([N:39]([CH:50]([CH3:52])[CH3:51])[CH2:40][CH2:41][NH:42][C:43](N1C=CN=C1)=[O:44])([CH3:38])[CH3:37]. (9) Given the product [OH:17][CH2:16][CH2:15][CH2:14][NH:13][C:10]([C:2]1[NH:1][C:9]2[C:4]([CH:3]=1)=[CH:5][CH:6]=[CH:7][CH:8]=2)=[O:12], predict the reactants needed to synthesize it. The reactants are: [NH:1]1[C:9]2[C:4](=[CH:5][CH:6]=[CH:7][CH:8]=2)[CH:3]=[C:2]1[C:10]([OH:12])=O.[NH2:13][CH2:14][CH2:15][CH2:16][OH:17].